Dataset: Forward reaction prediction with 1.9M reactions from USPTO patents (1976-2016). Task: Predict the product of the given reaction. (1) Given the reactants [F:1][C:2]1[CH:3]=[C:4]([C@@H:9]([C:14]2[CH:19]=[CH:18][C:17]([S:20]([CH3:23])(=[O:22])=[O:21])=[CH:16][CH:15]=2)[CH2:10][C:11]([OH:13])=O)[CH:5]=[C:6]([F:8])[CH:7]=1.Cl.[CH3:25][NH:26][O:27][CH3:28].CN(C(ON1N=NC2C=CC=NC1=2)=[N+](C)C)C.F[P-](F)(F)(F)(F)F.CCN(C(C)C)C(C)C, predict the reaction product. The product is: [F:8][C:6]1[CH:5]=[C:4]([C@@H:9]([C:14]2[CH:19]=[CH:18][C:17]([S:20]([CH3:23])(=[O:22])=[O:21])=[CH:16][CH:15]=2)[CH2:10][C:11]([N:26]([O:27][CH3:28])[CH3:25])=[O:13])[CH:3]=[C:2]([F:1])[CH:7]=1. (2) Given the reactants [Cl:1][C:2]1[CH:7]=[CH:6][C:5]([C:8]([F:11])([F:10])[F:9])=[CH:4][C:3]=1I.[CH2:13]([N:16]1[CH2:21][CH2:20][C:19](=[O:22])[CH2:18][CH2:17]1)[CH2:14][CH3:15], predict the reaction product. The product is: [Cl:1][C:2]1[CH:7]=[CH:6][C:5]([C:8]([F:11])([F:10])[F:9])=[CH:4][C:3]=1[C:19]1([OH:22])[CH2:20][CH2:21][N:16]([CH2:13][CH2:14][CH3:15])[CH2:17][CH2:18]1. (3) Given the reactants [C:1]([C:3]1[CH:8]=[CH:7][C:6]([NH:9][NH2:10])=[CH:5][CH:4]=1)#[N:2].[C:11]1([CH:17]=[CH:18][C:19]([C:21]2[CH:22]=[CH:23][C:24]3[O:29][CH2:28][C:27](=[O:30])[NH:26][C:25]=3[CH:31]=2)=O)[CH:16]=[CH:15][CH:14]=[CH:13][CH:12]=1, predict the reaction product. The product is: [O:30]=[C:27]1[NH:26][C:25]2[CH:31]=[C:21]([C:19]3[CH2:18][CH:17]([C:11]4[CH:12]=[CH:13][CH:14]=[CH:15][CH:16]=4)[N:9]([C:6]4[CH:7]=[CH:8][C:3]([C:1]#[N:2])=[CH:4][CH:5]=4)[N:10]=3)[CH:22]=[CH:23][C:24]=2[O:29][CH2:28]1. (4) Given the reactants [NH2:1][C:2]1[C:7]([NH:8][CH2:9][CH2:10][OH:11])=[C:6]([F:12])[C:5]([F:13])=[CH:4][CH:3]=1.[CH:14](O)=O, predict the reaction product. The product is: [F:13][C:5]1[CH:4]=[CH:3][C:2]2[N:1]=[CH:14][N:8]([CH2:9][CH2:10][OH:11])[C:7]=2[C:6]=1[F:12]. (5) Given the reactants [P:1]([OH:29])([OH:28])([O:3][C:4]1[CH:9]=[CH:8][C:7]([Cl:10])=[CH:6][C:5]=1[C:11](=[O:27])[NH:12][C:13]1[CH:18]=[C:17]([C:19]([F:22])([F:21])[F:20])[CH:16]=[C:15]([C:23]([F:26])([F:25])[F:24])[CH:14]=1)=[O:2].[NH:30]([CH2:34][CH2:35][OH:36])[CH2:31][CH2:32][OH:33], predict the reaction product. The product is: [NH:30]([CH2:34][CH2:35][OH:36])[CH2:31][CH2:32][OH:33].[NH:30]([CH2:34][CH2:35][OH:36])[CH2:31][CH2:32][OH:33].[P:1]([OH:29])([OH:28])([O:3][C:4]1[CH:9]=[CH:8][C:7]([Cl:10])=[CH:6][C:5]=1[C:11](=[O:27])[NH:12][C:13]1[CH:18]=[C:17]([C:19]([F:20])([F:21])[F:22])[CH:16]=[C:15]([C:23]([F:24])([F:25])[F:26])[CH:14]=1)=[O:2]. (6) The product is: [CH3:28][S:29]([O-:32])(=[O:31])=[O:30].[C:1]([C:5]1[O:9][N:8]=[C:7]([NH:10][C:11](=[O:27])[CH2:12][C:13]2[CH:18]=[CH:17][C:16]([C:19]3[CH:24]=[CH:23][C:22]([NH2+:25][CH3:26])=[N:21][CH:20]=3)=[CH:15][CH:14]=2)[CH:6]=1)([CH3:4])([CH3:2])[CH3:3]. Given the reactants [C:1]([C:5]1[O:9][N:8]=[C:7]([NH:10][C:11](=[O:27])[CH2:12][C:13]2[CH:18]=[CH:17][C:16]([C:19]3[CH:20]=[N:21][C:22]([NH:25][CH3:26])=[CH:23][CH:24]=3)=[CH:15][CH:14]=2)[CH:6]=1)([CH3:4])([CH3:3])[CH3:2].[CH3:28][S:29]([OH:32])(=[O:31])=[O:30], predict the reaction product.